Dataset: Full USPTO retrosynthesis dataset with 1.9M reactions from patents (1976-2016). Task: Predict the reactants needed to synthesize the given product. (1) Given the product [C:1]([O:5][C:6]([NH:8][C:9]1[O:10][C:11]([C:14]([OH:16])=[O:15])=[CH:12][N:13]=1)=[O:7])([CH3:4])([CH3:2])[CH3:3], predict the reactants needed to synthesize it. The reactants are: [C:1]([O:5][C:6]([NH:8][C:9]1[O:10][C:11]([C:14]([O:16]CC)=[O:15])=[CH:12][N:13]=1)=[O:7])([CH3:4])([CH3:3])[CH3:2].[Li+].[OH-]. (2) Given the product [Cl:1][C:2]1[C:3]2[N:4]([C:26]([CH2:27][CH:28]3[CH2:29][CH2:30]3)=[N:25][N:24]=2)[N:5]=[CH:6][C:7]=1[N:8]1[CH2:9][CH2:10][CH:11]([C:14]2[N:15]=[C:16]([O:22][CH3:23])[CH:17]=[C:18]([O:20][CH3:21])[N:19]=2)[CH2:12][CH2:13]1, predict the reactants needed to synthesize it. The reactants are: [Cl:1][C:2]1[C:7]([N:8]2[CH2:13][CH2:12][CH:11]([C:14]3[N:19]=[C:18]([O:20][CH3:21])[CH:17]=[C:16]([O:22][CH3:23])[N:15]=3)[CH2:10][CH2:9]2)=[CH:6][N:5]=[N:4][C:3]=1[NH:24][NH:25][C:26](=O)[CH2:27][CH:28]1[CH2:30][CH2:29]1.P(Cl)(Cl)(Cl)=O. (3) Given the product [F:8][C:5]1[N:6]=[CH:7][C:2]([B:9]([OH:14])[OH:10])=[CH:3][CH:4]=1, predict the reactants needed to synthesize it. The reactants are: Br[C:2]1[CH:3]=[CH:4][C:5]([F:8])=[N:6][CH:7]=1.[B:9](OC(C)C)([O:14]C(C)C)[O:10]C(C)C.C([Li])CCC.Cl. (4) The reactants are: [CH3:1][CH:2]1[C:10]2[C:5](=[CH:6][CH:7]=[C:8]([C:11]3[CH:12]=[N:13][N:14]([CH3:16])[CH:15]=3)[CH:9]=2)[NH:4][CH2:3]1.Br[C:18]1[C:22]2[CH2:23][N:24]([C:27](=[O:29])[CH3:28])[CH2:25][CH2:26][C:21]=2[N:20]([CH:30]2[CH2:34][CH2:33][O:32][CH2:31]2)[N:19]=1.BrC1C=C2C(=CC=1)N(C1C3CN(C(=O)C)CCC=3N([C@H]3CCOC3)N=1)CC(O[Si](C(C)(C)C)(C)C)C2.C(O[Na])(C)(C)C.COC(C)(C)C.C1(P(C2CCCCC2)C2C=CC=CC=2C2C(OC(C)C)=CC=CC=2OC(C)C)CCCCC1. Given the product [CH3:1][CH:2]1[C:10]2[C:5](=[CH:6][CH:7]=[C:8]([C:11]3[CH:12]=[N:13][N:14]([CH3:16])[CH:15]=3)[CH:9]=2)[N:4]([C:18]2[C:22]3[CH2:23][N:24]([C:27](=[O:29])[CH3:28])[CH2:25][CH2:26][C:21]=3[N:20]([C@H:30]3[CH2:34][CH2:33][O:32][CH2:31]3)[N:19]=2)[CH2:3]1, predict the reactants needed to synthesize it.